This data is from Catalyst prediction with 721,799 reactions and 888 catalyst types from USPTO. The task is: Predict which catalyst facilitates the given reaction. (1) Reactant: C(O[C:4]([C:6]1[C:7]2[S:15][CH:14]=[C:13]([CH2:16][O:17][C:18]3[CH:23]=[CH:22][CH:21]=[C:20]([C:24]4[N:25]=[N:26][N:27]([CH2:29][C:30]5[CH:35]=[CH:34][C:33]([O:36][CH3:37])=[CH:32][CH:31]=5)[N:28]=4)[CH:19]=3)[C:8]=2[C:9]([NH2:12])=[N:10][CH:11]=1)=[O:5])C.[CH2:38]([CH2:40][NH2:41])[OH:39]. Product: [OH:39][CH2:38][CH2:40][NH:41][C:4]([C:6]1[C:7]2[S:15][CH:14]=[C:13]([CH2:16][O:17][C:18]3[CH:23]=[CH:22][CH:21]=[C:20]([C:24]4[N:25]=[N:26][N:27]([CH2:29][C:30]5[CH:35]=[CH:34][C:33]([O:36][CH3:37])=[CH:32][CH:31]=5)[N:28]=4)[CH:19]=3)[C:8]=2[C:9]([NH2:12])=[N:10][CH:11]=1)=[O:5]. The catalyst class is: 16. (2) Reactant: [NH2:1][C:2]1[CH:3]=[C:4]([CH:9]=[CH:10][N:11]=1)[C:5]([O:7][CH3:8])=[O:6].Cl[CH2:13][CH:14]=O.C(=O)([O-])O.[Na+]. Product: [N:1]1[CH:13]=[CH:14][N:11]2[CH:10]=[CH:9][C:4]([C:5]([O:7][CH3:8])=[O:6])=[CH:3][C:2]=12. The catalyst class is: 14. (3) Reactant: [NH:1]([C:27]([O:29][C:30]([CH3:33])([CH3:32])[CH3:31])=[O:28])[C@H:2]([C:24](O)=[O:25])[CH2:3][O:4][C:5]([C:18]1[CH:23]=[CH:22][CH:21]=[CH:20][CH:19]=1)([C:12]1[CH:17]=[CH:16][CH:15]=[CH:14][CH:13]=1)[C:6]1[CH:11]=[CH:10][CH:9]=[CH:8][CH:7]=1.CO[N-]C.[H-].[H-].[H-].[H-].[Li+].[Al+3].S([O-])(O)(=O)=O.[K+]. Product: [C:27]([NH:1][C@H:2]([CH:24]=[O:25])[CH2:3][O:4][C:5]([C:18]1[CH:23]=[CH:22][CH:21]=[CH:20][CH:19]=1)([C:6]1[CH:7]=[CH:8][CH:9]=[CH:10][CH:11]=1)[C:12]1[CH:13]=[CH:14][CH:15]=[CH:16][CH:17]=1)([O:29][C:30]([CH3:32])([CH3:31])[CH3:33])=[O:28]. The catalyst class is: 280. (4) Reactant: [Cl:1][C:2]1[CH:9]=[CH:8][C:5]([CH2:6][OH:7])=[CH:4][CH:3]=1.[H-].[Na+].C([O:14][C:15]([C:17]1[N:18]=[C:19](Br)[S:20][CH:21]=1)=O)C.C(N(CC)CC)C.C(Cl)(=O)OCC.[BH4-].[Na+]. Product: [Cl:1][C:2]1[CH:9]=[CH:8][C:5]([CH2:6][O:7][C:19]2[S:20][CH:21]=[C:17]([CH2:15][OH:14])[N:18]=2)=[CH:4][CH:3]=1. The catalyst class is: 20. (5) Reactant: [N+:1]([C:4]1[CH:5]=[C:6]2[C:11](=[CH:12][CH:13]=1)[N:10]=[CH:9][N:8]([CH2:14][C:15]1[CH:20]=[CH:19][C:18]([Cl:21])=[C:17]([Cl:22])[CH:16]=1)[C:7]2=[O:23])([O-])=O.O.NN. Product: [Cl:22][C:17]1[CH:16]=[C:15]([CH:20]=[CH:19][C:18]=1[Cl:21])[CH2:14][N:8]1[C:7](=[O:23])[C:6]2[C:11](=[CH:12][CH:13]=[C:4]([NH2:1])[CH:5]=2)[N:10]=[CH:9]1. The catalyst class is: 94. (6) Reactant: [OH:1][CH2:2][C:3]1[CH:4]=[CH:5][C:6]2[O:11][CH2:10][C:9](=[O:12])[NH:8][C:7]=2[CH:13]=1.Cl[CH2:15][CH2:16][CH2:17][O:18][CH3:19].[F-].[K+].[I-].[K+]. Product: [OH:1][CH2:2][C:3]1[CH:4]=[CH:5][C:6]2[O:11][CH2:10][C:9](=[O:12])[N:8]([CH2:15][CH2:16][CH2:17][O:18][CH3:19])[C:7]=2[CH:13]=1. The catalyst class is: 10.